Dataset: Forward reaction prediction with 1.9M reactions from USPTO patents (1976-2016). Task: Predict the product of the given reaction. (1) Given the reactants C[O:2][C:3](=[O:32])[CH2:4][C:5]1[CH:14]=[C:13]([CH:15]2[CH2:20][CH2:19][N:18]([S:21]([C:24]3[CH:29]=[CH:28][CH:27]=[C:26]([Cl:30])[CH:25]=3)(=[O:23])=[O:22])[CH2:17][CH2:16]2)[C:12]2[C:7](=[CH:8][CH:9]=[C:10]([F:31])[CH:11]=2)[CH:6]=1.O.[OH-].[Li+], predict the reaction product. The product is: [Cl:30][C:26]1[CH:25]=[C:24]([S:21]([N:18]2[CH2:19][CH2:20][CH:15]([C:13]3[C:12]4[C:7](=[CH:8][CH:9]=[C:10]([F:31])[CH:11]=4)[CH:6]=[C:5]([CH2:4][C:3]([OH:32])=[O:2])[CH:14]=3)[CH2:16][CH2:17]2)(=[O:23])=[O:22])[CH:29]=[CH:28][CH:27]=1. (2) Given the reactants [CH2:1]([O:8][C:9]1[CH:10]=[C:11]([CH:34]=[CH:35][CH:36]=1)[C:12]([NH:14][C:15]1[CH:20]=[CH:19][CH:18]=[CH:17][C:16]=1[S:21]([NH:24][C:25](OC1C=CC=CC=1)=[O:26])(=[O:23])=[O:22])=[O:13])[C:2]1[CH:7]=[CH:6][CH:5]=[CH:4][CH:3]=1.[CH2:37]([NH2:45])[CH2:38][CH2:39][CH2:40][CH2:41][CH2:42][CH2:43][CH3:44], predict the reaction product. The product is: [CH2:1]([O:8][C:9]1[CH:10]=[C:11]([CH:34]=[CH:35][CH:36]=1)[C:12]([NH:14][C:15]1[CH:20]=[CH:19][CH:18]=[CH:17][C:16]=1[S:21]([NH:24][C:25]([NH:45][CH2:37][CH2:38][CH2:39][CH2:40][CH2:41][CH2:42][CH2:43][CH3:44])=[O:26])(=[O:22])=[O:23])=[O:13])[C:2]1[CH:7]=[CH:6][CH:5]=[CH:4][CH:3]=1. (3) Given the reactants [F:1][C:2]1[CH:3]=[CH:4][C:5]([NH2:8])=[N:6][CH:7]=1.[I:9]N1C(=O)CCC1=O, predict the reaction product. The product is: [F:1][C:2]1[CH:3]=[C:4]([I:9])[C:5]([NH2:8])=[N:6][CH:7]=1. (4) Given the reactants [Si:1]([O:8][C@@H:9]1[CH2:14][CH2:13][C@H:12]([N:15]2[C:19]([CH3:20])=[C:18](I)[CH:17]=[N:16]2)[CH2:11][CH2:10]1)([C:4]([CH3:7])([CH3:6])[CH3:5])([CH3:3])[CH3:2].C1COCC1.C([Mg]Cl)(C)C.CO[B:34]1[O:38][C:37]([CH3:40])([CH3:39])[C:36]([CH3:42])([CH3:41])[O:35]1.[NH4+].[Cl-], predict the reaction product. The product is: [Si:1]([O:8][C@@H:9]1[CH2:14][CH2:13][C@H:12]([N:15]2[C:19]([CH3:20])=[C:18]([B:34]3[O:38][C:37]([CH3:40])([CH3:39])[C:36]([CH3:42])([CH3:41])[O:35]3)[CH:17]=[N:16]2)[CH2:11][CH2:10]1)([C:4]([CH3:7])([CH3:6])[CH3:5])([CH3:3])[CH3:2]. (5) Given the reactants BrCCBr.[CH2:5](Br)[CH:6]=[CH2:7].[CH3:9][Si:10]([CH3:17])(OCC)[O:11][CH2:12][CH3:13], predict the reaction product. The product is: [CH2:5]([Si:10]([CH3:17])([CH3:9])[O:11][CH2:12][CH3:13])[CH:6]=[CH2:7]. (6) Given the reactants [F:1][C:2]1[CH:21]=[CH:20][C:5]2[C:6]([C:9]3[CH:14]=[CH:13][C:12]([O:15][CH2:16][C@H:17]4[CH2:19][O:18]4)=[CH:11][CH:10]=3)=[N:7][O:8][C:4]=2[CH:3]=1.[Br:22][C:23]1[CH:24]=[C:25]([C:29]2[C:33]3[CH:34]=[N:35][CH:36]=[CH:37][C:32]=3[N:31]([CH2:38][CH2:39][NH:40][CH3:41])[N:30]=2)[CH:26]=[CH:27][CH:28]=1, predict the reaction product. The product is: [Br:22][C:23]1[CH:24]=[C:25]([C:29]2[C:33]3[CH:34]=[N:35][CH:36]=[CH:37][C:32]=3[N:31]([CH2:38][CH2:39][N:40]([CH3:41])[CH2:19][C@@H:17]([OH:18])[CH2:16][O:15][C:12]3[CH:11]=[CH:10][C:9]([C:6]4[C:5]5[CH:20]=[CH:21][C:2]([F:1])=[CH:3][C:4]=5[O:8][N:7]=4)=[CH:14][CH:13]=3)[N:30]=2)[CH:26]=[CH:27][CH:28]=1. (7) Given the reactants [ClH:1].[C:2]1([CH3:10])[CH:7]=[CH:6][C:5]([NH:8][NH2:9])=[CH:4][CH:3]=1.[C:11]([CH2:17][C:18]#[N:19])(=O)[C:12]([CH3:15])([CH3:14])[CH3:13], predict the reaction product. The product is: [ClH:1].[C:12]([C:11]1[CH:17]=[C:18]([NH2:19])[N:8]([C:5]2[CH:6]=[CH:7][C:2]([CH3:10])=[CH:3][CH:4]=2)[N:9]=1)([CH3:15])([CH3:14])[CH3:13].